From a dataset of Full USPTO retrosynthesis dataset with 1.9M reactions from patents (1976-2016). Predict the reactants needed to synthesize the given product. (1) Given the product [S:11](=[N:16][CH:14]=[O:15])(=[O:13])=[O:12].[N+:17]([CH2:21][S:11]([C:2]1[CH:3]=[CH:4][C:5]2[C:10](=[CH:9][CH:8]=[CH:7][CH:6]=2)[CH:1]=1)(=[O:13])=[O:12])#[C-:18], predict the reactants needed to synthesize it. The reactants are: [CH:1]1[C:10]2[C:5](=[CH:6][CH:7]=[CH:8][CH:9]=2)[CH:4]=[CH:3][C:2]=1[S:11]([O-:13])=[O:12].[CH:14]([NH2:16])=[O:15].[NH:17]([CH:21](C)C)[CH:18](C)C. (2) Given the product [CH2:24]([NH:26][C:27]([NH:1][C:2]1[CH:23]=[CH:22][C:5]2[C:6](=[O:21])[C:7]3[C:8]([CH:19]=[CH:20][C:4]=2[CH:3]=1)=[N:9][CH:10]=[C:11]([C:13]1[CH:18]=[CH:17][CH:16]=[CH:15][CH:14]=1)[CH:12]=3)=[O:28])[CH3:25], predict the reactants needed to synthesize it. The reactants are: [NH2:1][C:2]1[CH:23]=[CH:22][C:5]2[C:6](=[O:21])[C:7]3[C:8]([CH:19]=[CH:20][C:4]=2[CH:3]=1)=[N:9][CH:10]=[C:11]([C:13]1[CH:18]=[CH:17][CH:16]=[CH:15][CH:14]=1)[CH:12]=3.[CH2:24]([N:26]=[C:27]=[O:28])[CH3:25].